Dataset: Reaction yield outcomes from USPTO patents with 853,638 reactions. Task: Predict the reaction yield, written as a fraction of the theoretical maximum amount of product (1.0 means a 100% yield; for example, 0.34 means a 34% yield). (1) The reactants are Br[CH:2]([C:6]1[CH:11]=[CH:10][C:9]([Br:12])=[CH:8][C:7]=1[F:13])[C:3]([NH2:5])=[O:4].Cl.[CH2:15]([N:17]1[CH2:22][C:21]2([CH2:27][CH2:26][NH:25][CH2:24][CH2:23]2)[O:20][CH2:19][C:18]1=[O:28])[CH3:16].C(=O)([O-])[O-].[K+].[K+]. The catalyst is CN(C)C=O.[Cl-].[Na+].O. The product is [Br:12][C:9]1[CH:10]=[CH:11][C:6]([CH:2]([N:25]2[CH2:26][CH2:27][C:21]3([O:20][CH2:19][C:18](=[O:28])[N:17]([CH2:15][CH3:16])[CH2:22]3)[CH2:23][CH2:24]2)[C:3]([NH2:5])=[O:4])=[C:7]([F:13])[CH:8]=1. The yield is 0.620. (2) The reactants are [F:1][C:2]([F:19])([F:18])[C:3]1[CH:4]=[CH:5][C:6]([C:9]2[CH:17]=[CH:16][CH:15]=[CH:14][C:10]=2[C:11]([OH:13])=O)=[N:7][CH:8]=1.[CH2:20]([O:22][C:23]([C:25]1[CH:26]=[N:27][C:28]2[C:33]([CH:34]=1)=[CH:32][CH:31]=[C:30]([NH2:35])[CH:29]=2)=[O:24])[CH3:21].C(N(C(C)C)CC)(C)C. The catalyst is S(Cl)(Cl)=O.ClCCCl. The product is [CH2:20]([O:22][C:23]([C:25]1[CH:26]=[N:27][C:28]2[C:33]([CH:34]=1)=[CH:32][CH:31]=[C:30]([NH:35][C:11](=[O:13])[C:10]1[CH:14]=[CH:15][CH:16]=[CH:17][C:9]=1[C:6]1[CH:5]=[CH:4][C:3]([C:2]([F:1])([F:19])[F:18])=[CH:8][N:7]=1)[CH:29]=2)=[O:24])[CH3:21]. The yield is 0.850.